From a dataset of Catalyst prediction with 721,799 reactions and 888 catalyst types from USPTO. Predict which catalyst facilitates the given reaction. Reactant: C([N:3]([CH2:6][CH3:7])CC)C.CS(Cl)(=O)=O.[F:13][C:14]1[CH:15]=[CH:16][C:17]([O:22][CH2:23][O:24][CH3:25])=[C:18](CO)[CH:19]=1.[Cl-].[Na+]. Product: [F:13][C:14]1[CH:15]=[CH:16][C:17]([O:22][CH2:23][O:24][CH3:25])=[C:18]([CH2:7][C:6]#[N:3])[CH:19]=1. The catalyst class is: 4.